Dataset: Forward reaction prediction with 1.9M reactions from USPTO patents (1976-2016). Task: Predict the product of the given reaction. (1) Given the reactants [CH2:1]([O:3][C:4]([C:6]1[CH:7]=[N:8][C:9]2[C:14]([C:15]=1Cl)=[CH:13][CH:12]=[CH:11][C:10]=2[N+:17]([O-])=O)=[O:5])[CH3:2].[CH3:20][O:21][CH2:22][CH2:23][NH2:24], predict the reaction product. The product is: [CH2:1]([O:3][C:4]([C:6]1[CH:7]=[N:8][C:9]2[C:14]([C:15]=1[NH:24][CH2:23][CH2:22][O:21][CH3:20])=[CH:13][CH:12]=[CH:11][C:10]=2[NH2:17])=[O:5])[CH3:2]. (2) Given the reactants [CH2:1]([O:8][C:9](=[O:14])[C@H:10]([CH2:12][OH:13])[NH2:11])[C:2]1[CH:7]=[CH:6][CH:5]=[CH:4][CH:3]=1.[C:15]([O:25][C@H:26]([CH2:31][CH2:32][CH2:33][CH2:34][CH2:35][CH2:36][CH2:37][CH2:38][CH2:39][CH2:40][CH3:41])[CH2:27][C:28](O)=[O:29])(=[O:24])[CH2:16][CH2:17][CH2:18][CH2:19][CH2:20][CH2:21][CH2:22][CH3:23].C(Cl)CCl.CI, predict the reaction product. The product is: [CH2:1]([O:8][C:9](=[O:14])[C@H:10]([CH2:12][OH:13])[NH:11][C:28](=[O:29])[CH2:27][C@H:26]([O:25][C:15](=[O:24])[CH2:16][CH2:17][CH2:18][CH2:19][CH2:20][CH2:21][CH2:22][CH3:23])[CH2:31][CH2:32][CH2:33][CH2:34][CH2:35][CH2:36][CH2:37][CH2:38][CH2:39][CH2:40][CH3:41])[C:2]1[CH:7]=[CH:6][CH:5]=[CH:4][CH:3]=1. (3) The product is: [CH2:1]([O:8][C:9]1[C:14]([CH3:15])=[C:13]([CH3:16])[C:12]([O:17][CH2:18][C:19]2[CH:24]=[CH:23][CH:22]=[CH:21][CH:20]=2)=[C:11]([CH3:25])[C:10]=1[CH2:26][CH2:27][CH:28]=[CH2:29])[C:2]1[CH:3]=[CH:4][CH:5]=[CH:6][CH:7]=1. Given the reactants [CH2:1]([O:8][C:9]1[C:14]([CH3:15])=[C:13]([CH3:16])[C:12]([O:17][CH2:18][C:19]2[CH:24]=[CH:23][CH:22]=[CH:21][CH:20]=2)=[C:11]([CH3:25])[C:10]=1[CH:26](O)[CH2:27][CH:28]=[CH2:29])[C:2]1[CH:7]=[CH:6][CH:5]=[CH:4][CH:3]=1.[SiH](CC)(CC)CC.FC(F)(F)C(O)=O, predict the reaction product. (4) The product is: [F:25][C:26]1[C:34]([O:35][C:2]2[C:11]3[C:6](=[CH:7][C:8]([O:14][CH2:15][CH2:16][CH2:17][N:18]4[CH2:23][CH2:22][N:21]([CH3:24])[CH2:20][CH2:19]4)=[C:9]([O:12][CH3:13])[CH:10]=3)[N:5]=[CH:4][N:3]=2)=[CH:33][CH:32]=[C:31]2[C:27]=1[CH:28]=[CH:29][NH:30]2. Given the reactants Cl[C:2]1[C:11]2[C:6](=[CH:7][C:8]([O:14][CH2:15][CH2:16][CH2:17][N:18]3[CH2:23][CH2:22][N:21]([CH3:24])[CH2:20][CH2:19]3)=[C:9]([O:12][CH3:13])[CH:10]=2)[N:5]=[CH:4][N:3]=1.[F:25][C:26]1[C:34]([OH:35])=[CH:33][CH:32]=[C:31]2[C:27]=1[CH:28]=[CH:29][NH:30]2.C(=O)([O-])[O-].[K+].[K+], predict the reaction product. (5) Given the reactants [CH:1]1([C:4]2[C:5]([NH:21][C@@H:22]3[CH2:30][C:29]4[C:24](=[CH:25][CH:26]=[CH:27][CH:28]=4)[C@H:23]3[NH2:31])=[N:6][C:7]([CH:18]3[CH2:20][CH2:19]3)=[C:8]([C:10]3[CH:15]=[CH:14][C:13]([Cl:16])=[CH:12][C:11]=3[Cl:17])[N:9]=2)[CH2:3][CH2:2]1.Cl[C:33](Cl)(Cl)[C:34](=[O:36])C, predict the reaction product. The product is: [CH:1]1([C:4]2[C:5]([NH:21][C@@H:22]3[C:30]4[C:25](=[CH:26][CH:27]=[CH:28][CH:29]=4)[CH2:24][C@H:23]3[NH:31][C:34](=[O:36])[CH3:33])=[N:6][C:7]([CH:18]3[CH2:20][CH2:19]3)=[C:8]([C:10]3[CH:15]=[CH:14][C:13]([Cl:16])=[CH:12][C:11]=3[Cl:17])[N:9]=2)[CH2:3][CH2:2]1. (6) Given the reactants [C:1]([O:9][CH2:10][CH3:11])(=[O:8])[CH2:2][C:3]([O:5][CH2:6][CH3:7])=[O:4].[N+:12]([C:15]1[CH:22]=[CH:21][CH:20]=[CH:19][C:16]=1[CH2:17]Br)([O-:14])=[O:13], predict the reaction product. The product is: [N+:12]([C:15]1[CH:22]=[CH:21][CH:20]=[CH:19][C:16]=1[CH2:17][CH:2]([C:3]([O:5][CH2:6][CH3:7])=[O:4])[C:1]([O:9][CH2:10][CH3:11])=[O:8])([O-:14])=[O:13]. (7) Given the reactants [CH2:1]([CH:6]1[C:10](=[O:11])[CH2:9][CH2:8][C:7]1=[O:12])[CH2:2][CH2:3][CH2:4][CH3:5].Cl.[C:14](=O)([O-])O.[Na+], predict the reaction product. The product is: [CH2:1]([C:6]1[C:10](=[O:11])[CH2:9][CH2:8][C:7]=1[O:12][CH3:14])[CH2:2][CH2:3][CH2:4][CH3:5]. (8) The product is: [OH:35][C@H:12]1[CH2:11][CH2:10][C@H:9]2[C@H:8]3[C:17]([C@@H:16]([C:21]4[CH:22]=[CH:23][C:24]([CH:27]=[O:28])=[CH:25][CH:26]=4)[CH2:15][C@:13]12[CH3:14])=[C:18]1[C:5](=[CH:4][C:3](=[O:2])[CH2:20][CH2:19]1)[CH2:6][CH2:7]3. Given the reactants C[O:2][C:3]1(OC)[CH2:20][CH2:19][C:18]2[C@@:5](O)([CH2:6][CH2:7][C@@H:8]3[C:17]=2[C@@H:16]([C:21]2[CH:26]=[CH:25][C:24]([CH:27]4OCC(C)(C)C[O:28]4)=[CH:23][CH:22]=2)[CH2:15][C@@:13]2([CH3:14])[C@H:9]3[CH2:10][CH2:11][C:12]2=[O:35])[CH2:4]1.[BH4-].[Na+].O, predict the reaction product. (9) Given the reactants Cl[C:2]1[C:3]([NH2:9])=[N:4][CH:5]=[N:6][C:7]=1Cl.[CH3:10][NH:11][CH2:12][CH:13]1[CH2:18][CH2:17][N:16]([C:19]([O:21]C(C)(C)C)=O)[CH2:15][CH2:14]1.[O:26]([C:33]1[CH:38]=[CH:37][C:36](B(O)O)=[CH:35][CH:34]=1)[C:27]1[CH:32]=[CH:31][CH:30]=[CH:29][CH:28]=1.[C:42](Cl)(=O)[CH:43]=C, predict the reaction product. The product is: [NH2:9][C:3]1[N:4]=[CH:5][N:6]=[C:7]([N:11]([CH2:12][CH:13]2[CH2:14][CH2:15][N:16]([C:19](=[O:21])[CH:42]=[CH2:43])[CH2:17][CH2:18]2)[CH3:10])[C:2]=1[C:30]1[CH:31]=[CH:32][C:27]([O:26][C:33]2[CH:38]=[CH:37][CH:36]=[CH:35][CH:34]=2)=[CH:28][CH:29]=1. (10) Given the reactants C(OC([N:8]1[CH2:13][CH2:12][N:11]([C:14]2[CH:19]=[C:18]([NH2:20])[CH:17]=[CH:16][C:15]=2[O:21][CH3:22])[CH2:10][CH2:9]1)=O)(C)(C)C.[F:23][CH:24]([F:36])[O:25][C:26]1[CH:31]=[CH:30][C:29]([S:32]([Cl:35])(=[O:34])=[O:33])=[CH:28][CH:27]=1, predict the reaction product. The product is: [ClH:35].[F:36][CH:24]([F:23])[O:25][C:26]1[CH:27]=[CH:28][C:29]([S:32]([NH:20][C:18]2[CH:17]=[CH:16][C:15]([O:21][CH3:22])=[C:14]([N:11]3[CH2:10][CH2:9][NH:8][CH2:13][CH2:12]3)[CH:19]=2)(=[O:34])=[O:33])=[CH:30][CH:31]=1.